From a dataset of Full USPTO retrosynthesis dataset with 1.9M reactions from patents (1976-2016). Predict the reactants needed to synthesize the given product. (1) Given the product [F:36][C:33]1[CH:34]=[CH:35][C:30]([S:27]([NH:26][C@H:15]2[CH2:14][C:13]3=[CH:12][CH:11]=[C:10]([CH:38]=[CH:37]3)[O:9][CH2:8][CH2:7][CH2:6][C@@H:5]([CH:3]=[O:2])[NH:20][C:19](=[O:21])[C@H:18]([CH:22]([CH3:23])[CH3:24])[NH:17][C:16]2=[O:25])(=[O:28])=[O:29])=[CH:31][CH:32]=1, predict the reactants needed to synthesize it. The reactants are: C[O:2][C:3]([C@H:5]1[NH:20][C:19](=[O:21])[C@H:18]([CH:22]([CH3:24])[CH3:23])[NH:17][C:16](=[O:25])[C@@H:15]([NH:26][S:27]([C:30]2[CH:35]=[CH:34][C:33]([F:36])=[CH:32][CH:31]=2)(=[O:29])=[O:28])[CH2:14][C:13]2=[CH:37][CH:38]=[C:10]([CH:11]=[CH:12]2)[O:9][CH2:8][CH2:7][CH2:6]1)=O.CC(C[AlH]CC(C)C)C.CCOC(C)=O. (2) Given the product [Cl:1][C:2]1[CH:3]=[C:4]([NH2:21])[C:5]([NH:8][CH2:9][C:10]2[CH:20]=[CH:19][C:13]3[N:14]=[C:15]([S:17][CH3:18])[S:16][C:12]=3[CH:11]=2)=[N:6][CH:7]=1, predict the reactants needed to synthesize it. The reactants are: [Cl:1][C:2]1[CH:3]=[C:4]([N+:21]([O-])=O)[C:5]([NH:8][CH2:9][C:10]2[CH:20]=[CH:19][C:13]3[N:14]=[C:15]([S:17][CH3:18])[S:16][C:12]=3[CH:11]=2)=[N:6][CH:7]=1.BrC1C(OC)=CC(NCC2C=CC3N=C(SC)SC=3C=2)=C([N+]([O-])=O)C=1. (3) Given the product [Br:1][C:8]1[CH:9]=[CH:10][CH:11]=[C:12]2[C:7]=1[CH2:6][CH2:5][CH2:4][CH2:3]2, predict the reactants needed to synthesize it. The reactants are: [Br:1]Br.[CH2:3]1[C:12]2[C:7](=[CH:8][CH:9]=[CH:10][CH:11]=2)[CH2:6][CH2:5][CH2:4]1.II. (4) Given the product [F:15][C:16]1[CH:23]=[C:22]([F:24])[CH:21]=[CH:20][C:17]=1[CH:18]([C:2]1[CH:7]=[N:6][C:5]([O:8][CH3:9])=[CH:4][CH:3]=1)[OH:19], predict the reactants needed to synthesize it. The reactants are: Br[C:2]1[CH:3]=[CH:4][C:5]([O:8][CH3:9])=[N:6][CH:7]=1.[Li]CCCC.[F:15][C:16]1[CH:23]=[C:22]([F:24])[CH:21]=[CH:20][C:17]=1[CH:18]=[O:19]. (5) Given the product [Br:8][C:5]1[CH:6]=[CH:7][C:2]([C:17]2([OH:20])[CH2:18][CH2:19][O:14][CH2:15][CH2:16]2)=[CH:3][CH:4]=1, predict the reactants needed to synthesize it. The reactants are: Br[C:2]1[CH:7]=[CH:6][C:5]([Br:8])=[CH:4][CH:3]=1.[Li]CCCC.[O:14]1[CH2:19][CH2:18][C:17](=[O:20])[CH2:16][CH2:15]1.